Predict the reaction yield, written as a fraction of the theoretical maximum amount of product (1.0 means a 100% yield; for example, 0.34 means a 34% yield). From a dataset of Reaction yield outcomes from USPTO patents with 853,638 reactions. (1) The reactants are C(O)(=O)C.[NH2:5]/[C:6](/[C:24]1[CH:29]=[N:28][C:27]([NH2:30])=[C:26]([C:31]2[O:32][C:33]([C:36]([CH3:39])([CH3:38])[CH3:37])=[N:34][N:35]=2)[N:25]=1)=[N:7]\[NH:8][C:9]([CH:11]1[CH2:16][CH2:15][N:14]([C:17]([O:19][C:20]([CH3:23])([CH3:22])[CH3:21])=[O:18])[CH2:13][CH2:12]1)=O. The catalyst is O1CCOCC1. The product is [NH2:30][C:27]1[N:28]=[CH:29][C:24]([C:6]2[NH:7][N:8]=[C:9]([CH:11]3[CH2:16][CH2:15][N:14]([C:17]([O:19][C:20]([CH3:23])([CH3:22])[CH3:21])=[O:18])[CH2:13][CH2:12]3)[N:5]=2)=[N:25][C:26]=1[C:31]1[O:32][C:33]([C:36]([CH3:39])([CH3:38])[CH3:37])=[N:34][N:35]=1. The yield is 0.700. (2) The reactants are Br[C:2]1[CH:3]=[C:4]([C:8]2[C:14]3[CH:15]=[C:16]([O:21][CH3:22])[C:17]([O:19][CH3:20])=[CH:18][C:13]=3[N:12]([CH3:23])[C:11](=[O:24])[CH2:10][N:9]=2)[CH:5]=[CH:6][CH:7]=1.[CH2:25]([NH:28][C:29](=[O:35])[O:30][C:31]([CH3:34])([CH3:33])[CH3:32])[C:26]#[CH:27].C1C=CC(P(C2C=CC=CC=2)C2C=CC=CC=2)=CC=1. The catalyst is [Cu]I.Cl[Pd]Cl.CC#N. The product is [C:31]([O:30][C:29](=[O:35])[NH:28][C:25]#[C:26][CH2:27][C:2]1[CH:7]=[CH:6][CH:5]=[C:4]([C:8]2[C:14]3[CH:15]=[C:16]([O:21][CH3:22])[C:17]([O:19][CH3:20])=[CH:18][C:13]=3[N:12]([CH3:23])[C:11](=[O:24])[CH2:10][N:9]=2)[CH:3]=1)([CH3:34])([CH3:33])[CH3:32]. The yield is 0.500. (3) The reactants are [F:1][CH:2]([F:38])[C:3]1[N:7]([C:8]2[N:13]=[C:12]([N:14]3[CH2:19][CH2:18][O:17][CH2:16][CH2:15]3)[N:11]=[C:10]([N:20]3[CH2:25][CH2:24][N:23]([C:26]([O:28][C:29]([CH3:32])([CH3:31])[CH3:30])=[O:27])[CH2:22][CH2:21]3)[N:9]=2)[C:6]2[CH:33]=[CH:34][CH:35]=[C:36]([OH:37])[C:5]=2[N:4]=1.Br[CH2:40][CH2:41][CH2:42][OH:43].C([O-])([O-])=O.[K+].[K+]. The catalyst is CN(C=O)C. The product is [F:38][CH:2]([F:1])[C:3]1[N:7]([C:8]2[N:13]=[C:12]([N:14]3[CH2:15][CH2:16][O:17][CH2:18][CH2:19]3)[N:11]=[C:10]([N:20]3[CH2:25][CH2:24][N:23]([C:26]([O:28][C:29]([CH3:32])([CH3:30])[CH3:31])=[O:27])[CH2:22][CH2:21]3)[N:9]=2)[C:6]2[CH:33]=[CH:34][CH:35]=[C:36]([O:37][CH2:40][CH2:41][CH2:42][OH:43])[C:5]=2[N:4]=1. The yield is 0.990. (4) The reactants are [NH:1]([C:8]([O:10][CH2:11][C:12]1[CH:17]=[CH:16][CH:15]=[CH:14][CH:13]=1)=[O:9])[C@H:2]([C:5]([OH:7])=O)[CH2:3][OH:4].[C:18]1([Mg]Br)[CH:23]=[CH:22][CH:21]=[CH:20][CH:19]=1.Cl.CCCCCC. The catalyst is C1COCC1.C(OCC)(=O)C. The product is [OH:4][CH2:3][C@H:2]([NH:1][C:8](=[O:9])[O:10][CH2:11][C:12]1[CH:17]=[CH:16][CH:15]=[CH:14][CH:13]=1)[C:5](=[O:7])[C:18]1[CH:23]=[CH:22][CH:21]=[CH:20][CH:19]=1. The yield is 0.200. (5) The reactants are [CH3:1][N:2]([CH3:36])[CH2:3][CH2:4][NH:5][C:6]([NH:8][C:9]1[CH:14]=[CH:13][C:12]([C:15]2[N:16]=[C:17]([N:30]3[CH2:35][CH2:34][O:33][CH2:32][CH2:31]3)[C:18]3[N:23]=[N:22][N:21]([CH:24]4[CH2:29][CH2:28][NH:27][CH2:26][CH2:25]4)[C:19]=3[N:20]=2)=[CH:11][CH:10]=1)=[O:7].[CH:37](=O)[C:38]1[CH:43]=[CH:42][CH:41]=[N:40][CH:39]=1.[BH-](OC(C)=O)(OC(C)=O)OC(C)=O.[Na+].CC(O)=O. The catalyst is C1COCC1. The product is [CH3:1][N:2]([CH3:36])[CH2:3][CH2:4][NH:5][C:6]([NH:8][C:9]1[CH:10]=[CH:11][C:12]([C:15]2[N:16]=[C:17]([N:30]3[CH2:35][CH2:34][O:33][CH2:32][CH2:31]3)[C:18]3[N:23]=[N:22][N:21]([CH:24]4[CH2:29][CH2:28][N:27]([CH2:37][C:38]5[CH:39]=[N:40][CH:41]=[CH:42][CH:43]=5)[CH2:26][CH2:25]4)[C:19]=3[N:20]=2)=[CH:13][CH:14]=1)=[O:7]. The yield is 0.400. (6) The reactants are C(OC([NH:8][C@H:9]([C:18]([O:20][CH3:21])=[O:19])[CH2:10][C:11]1[CH:16]=[CH:15][C:14]([OH:17])=[CH:13][CH:12]=1)=O)(C)(C)C.C1(P(C2C=CC=CC=2)C2C=CC=CC=2)C=CC=CC=1.[N:41]1[C:50]2[NH:49][CH2:48][CH2:47][CH2:46][C:45]=2[CH:44]=[CH:43][C:42]=1[CH2:51][CH2:52]O.C1CCN(C(N=NC(N2CCCCC2)=O)=O)CC1.C1(P(=O)(C2C=CC=CC=2)C2C=CC=CC=2)C=CC=CC=1. The catalyst is C(Cl)Cl.C(O)(C(F)(F)F)=O. The product is [N:41]1[C:50]2[NH:49][CH2:48][CH2:47][CH2:46][C:45]=2[CH:44]=[CH:43][C:42]=1[CH2:51][CH2:52][O:17][C:14]1[CH:13]=[CH:12][C:11]([CH2:10][C@@H:9]([C:18]([O:20][CH3:21])=[O:19])[NH2:8])=[CH:16][CH:15]=1. The yield is 0.790. (7) The reactants are [Cl:1][C:2]1[NH:10][C:9]2[C:8](=[O:11])[N:7]([CH2:12][CH2:13][CH2:14][CH2:15]C(OCC)=O)[C:6](=[O:21])[N:5]([CH2:22][CH2:23][CH2:24][CH2:25][CH3:26])[C:4]=2[N:3]=1.CC[O-].[Na+].[Cl:31][C:32]1[CH:33]=[C:34]([CH2:39]/[C:40](=[N:43]/[H])/[NH:41][OH:42])[CH:35]=[CH:36][C:37]=1[Cl:38]. The catalyst is CCO. The product is [Cl:1][C:2]1[NH:10][C:9]2[C:8](=[O:11])[N:7]([CH2:12][CH2:13][CH2:14][C:15]3[O:42][N:41]=[C:40]([CH2:39][C:34]4[CH:35]=[CH:36][C:37]([Cl:38])=[C:32]([Cl:31])[CH:33]=4)[N:43]=3)[C:6](=[O:21])[N:5]([CH2:22][CH2:23][CH2:24][CH2:25][CH3:26])[C:4]=2[N:3]=1. The yield is 0.660. (8) The reactants are [F:1][CH2:2][CH2:3][N:4]([CH3:26])[C:5]1[N:25]=[C:8]2[CH:9]=[C:10]([NH:13][C:14]([C:16]3[N:20]([CH3:21])[N:19]=[CH:18][C:17]=3[C:22](O)=[O:23])=[O:15])[CH:11]=[CH:12][N:7]2[N:6]=1.[NH:27]1[CH2:30][CH2:29][CH2:28]1.CCCP(=O)=O. The catalyst is O1CCCC1. The product is [F:1][CH2:2][CH2:3][N:4]([CH3:26])[C:5]1[N:25]=[C:8]2[CH:9]=[C:10]([NH:13][C:14]([C:16]3[N:20]([CH3:21])[N:19]=[CH:18][C:17]=3[C:22]([N:27]3[CH2:30][CH2:29][CH2:28]3)=[O:23])=[O:15])[CH:11]=[CH:12][N:7]2[N:6]=1. The yield is 0.839. (9) The reactants are [Si]([O:8][CH2:9][CH2:10][C:11]1([CH2:40][NH:41]C(=O)OC(C)(C)C)[CH2:16][CH2:15][N:14]([C:17]2[C:18]3[O:39][CH:38]=[CH:37][C:19]=3[N:20]=[C:21]([NH:23][C:24]3[CH:36]=[CH:35][C:27]4[O:28][C:29]([CH3:34])([CH3:33])[C:30](=[O:32])[NH:31][C:26]=4[CH:25]=3)[N:22]=2)[CH2:13][CH2:12]1)(C(C)(C)C)(C)C.ICCO.CC([Si](Cl)(C)C)(C)C.C(N1CCC(C#N)CC1)C1C=CC=CC=1.C([Si](OCCI)(C)C)(C)(C)C.CC(OC(OC(OC(C)(C)C)=O)=O)(C)C.ClC1N=C(Cl)C2OC=CC=2N=1.NC1C=CC2OC(C)(C)C(=O)NC=2C=1.Cl. The catalyst is O1CCOCC1. The product is [NH2:41][CH2:40][C:11]1([CH2:10][CH2:9][OH:8])[CH2:16][CH2:15][N:14]([C:17]2[C:18]3[O:39][CH:38]=[CH:37][C:19]=3[N:20]=[C:21]([NH:23][C:24]3[CH:36]=[CH:35][C:27]4[O:28][C:29]([CH3:34])([CH3:33])[C:30](=[O:32])[NH:31][C:26]=4[CH:25]=3)[N:22]=2)[CH2:13][CH2:12]1. The yield is 0.430.